The task is: Predict the product of the given reaction.. This data is from Forward reaction prediction with 1.9M reactions from USPTO patents (1976-2016). (1) The product is: [CH3:20][O:21][CH2:22][CH2:23][O:24][C:2]1[C:7]([N+:8]([O-:10])=[O:9])=[C:6]([S:11][CH3:12])[CH:5]=[C:4]([CH3:13])[N:3]=1. Given the reactants Cl[C:2]1[C:7]([N+:8]([O-:10])=[O:9])=[C:6]([S:11][CH3:12])[CH:5]=[C:4]([CH3:13])[N:3]=1.C(=O)([O-])[O-].[K+].[K+].[CH3:20][O:21][CH2:22][CH2:23][OH:24], predict the reaction product. (2) The product is: [CH2:1]([N:8]1[CH2:12][C@@H:11]([NH:13][CH2:14][C:15]2[CH:20]=[CH:19][C:18]([F:21])=[CH:17][C:16]=2[F:22])[CH2:10][C@H:9]1[C:30]([N:40]1[CH2:41][CH2:42][N:37]([CH2:36][CH2:35][O:34][CH3:33])[CH2:38][CH2:39]1)=[O:31])[C:2]1[CH:7]=[CH:6][CH:5]=[CH:4][CH:3]=1. Given the reactants [CH2:1]([N:8]1[CH2:12][CH:11]([N:13](C(OC(C)(C)C)=O)[CH2:14][C:15]2[CH:20]=[CH:19][C:18]([F:21])=[CH:17][C:16]=2[F:22])[CH2:10][CH:9]1[C:30](O)=[O:31])[C:2]1[CH:7]=[CH:6][CH:5]=[CH:4][CH:3]=1.[CH3:33][O:34][CH2:35][CH2:36][N:37]1[CH2:42][CH2:41][NH:40][CH2:39][CH2:38]1, predict the reaction product. (3) Given the reactants CO[C:3](=[O:33])[CH2:4][N:5]1[CH:9]=[C:8]([C:10]2[CH:15]=[CH:14][C:13]([Cl:16])=[CH:12][C:11]=2[Cl:17])[N:7]=[C:6]1/[CH:18]=[CH:19]/[C:20]1[CH:25]=[CH:24][C:23]([C:26]2[CH:31]=[CH:30][C:29]([OH:32])=[CH:28][CH:27]=2)=[CH:22][CH:21]=1.[F:34][C:35]([F:46])([F:45])[O:36][C:37]1[CH:44]=[CH:43][C:40]([CH2:41][NH2:42])=[CH:39][CH:38]=1, predict the reaction product. The product is: [Cl:17][C:11]1[CH:12]=[C:13]([Cl:16])[CH:14]=[CH:15][C:10]=1[C:8]1[N:7]=[C:6](/[CH:18]=[CH:19]/[C:20]2[CH:21]=[CH:22][C:23]([C:26]3[CH:27]=[CH:28][C:29]([OH:32])=[CH:30][CH:31]=3)=[CH:24][CH:25]=2)[N:5]([CH2:4][C:3]([NH:42][CH2:41][C:40]2[CH:43]=[CH:44][C:37]([O:36][C:35]([F:34])([F:45])[F:46])=[CH:38][CH:39]=2)=[O:33])[CH:9]=1.